From a dataset of NCI-60 drug combinations with 297,098 pairs across 59 cell lines. Regression. Given two drug SMILES strings and cell line genomic features, predict the synergy score measuring deviation from expected non-interaction effect. (1) Drug 1: C1=CC=C(C=C1)NC(=O)CCCCCCC(=O)NO. Drug 2: C(CN)CNCCSP(=O)(O)O. Cell line: MOLT-4. Synergy scores: CSS=43.8, Synergy_ZIP=2.63, Synergy_Bliss=-0.148, Synergy_Loewe=-22.1, Synergy_HSA=-7.16. (2) Drug 1: C1CCC(C1)C(CC#N)N2C=C(C=N2)C3=C4C=CNC4=NC=N3. Drug 2: CC12CCC3C(C1CCC2O)C(CC4=C3C=CC(=C4)O)CCCCCCCCCS(=O)CCCC(C(F)(F)F)(F)F. Cell line: ACHN. Synergy scores: CSS=5.09, Synergy_ZIP=-1.66, Synergy_Bliss=3.01, Synergy_Loewe=2.43, Synergy_HSA=2.46. (3) Drug 1: C1CN1P(=S)(N2CC2)N3CC3. Drug 2: C(CCl)NC(=O)N(CCCl)N=O. Cell line: HOP-62. Synergy scores: CSS=31.9, Synergy_ZIP=-7.66, Synergy_Bliss=5.35, Synergy_Loewe=-7.78, Synergy_HSA=2.04. (4) Drug 1: C1=CC(=CC=C1CCCC(=O)O)N(CCCl)CCCl. Drug 2: C#CCC(CC1=CN=C2C(=N1)C(=NC(=N2)N)N)C3=CC=C(C=C3)C(=O)NC(CCC(=O)O)C(=O)O. Cell line: MOLT-4. Synergy scores: CSS=43.8, Synergy_ZIP=0.480, Synergy_Bliss=-2.54, Synergy_Loewe=-2.29, Synergy_HSA=-2.29. (5) Drug 1: C1=NC2=C(N=C(N=C2N1C3C(C(C(O3)CO)O)O)F)N. Drug 2: CC(C)CN1C=NC2=C1C3=CC=CC=C3N=C2N. Cell line: PC-3. Synergy scores: CSS=23.3, Synergy_ZIP=-3.69, Synergy_Bliss=-3.14, Synergy_Loewe=-2.76, Synergy_HSA=-4.45. (6) Drug 1: CC12CCC3C(C1CCC2O)C(CC4=C3C=CC(=C4)O)CCCCCCCCCS(=O)CCCC(C(F)(F)F)(F)F. Drug 2: C1CN(CCN1C(=O)CCBr)C(=O)CCBr. Cell line: HOP-62. Synergy scores: CSS=12.2, Synergy_ZIP=-11.8, Synergy_Bliss=-9.18, Synergy_Loewe=-9.72, Synergy_HSA=-7.71. (7) Drug 1: CC(C1=C(C=CC(=C1Cl)F)Cl)OC2=C(N=CC(=C2)C3=CN(N=C3)C4CCNCC4)N. Drug 2: C1CN(P(=O)(OC1)NCCCl)CCCl. Cell line: K-562. Synergy scores: CSS=38.0, Synergy_ZIP=2.78, Synergy_Bliss=-0.705, Synergy_Loewe=-64.3, Synergy_HSA=-2.02. (8) Drug 1: CC1=C(C=C(C=C1)C(=O)NC2=CC(=CC(=C2)C(F)(F)F)N3C=C(N=C3)C)NC4=NC=CC(=N4)C5=CN=CC=C5. Drug 2: CCCCC(=O)OCC(=O)C1(CC(C2=C(C1)C(=C3C(=C2O)C(=O)C4=C(C3=O)C=CC=C4OC)O)OC5CC(C(C(O5)C)O)NC(=O)C(F)(F)F)O. Cell line: OVCAR-4. Synergy scores: CSS=19.0, Synergy_ZIP=1.14, Synergy_Bliss=1.85, Synergy_Loewe=-2.30, Synergy_HSA=-0.567.